Predict which catalyst facilitates the given reaction. From a dataset of Catalyst prediction with 721,799 reactions and 888 catalyst types from USPTO. Reactant: [Cl:1][C:2]1[CH:7]=[CH:6][C:5]([Cl:8])=[CH:4][N:3]=1.[Li]C(C)(C)C.[I:14]I. Product: [Cl:8][C:5]1[C:4]([I:14])=[N:3][C:2]([Cl:1])=[CH:7][CH:6]=1. The catalyst class is: 28.